Dataset: NCI-60 drug combinations with 297,098 pairs across 59 cell lines. Task: Regression. Given two drug SMILES strings and cell line genomic features, predict the synergy score measuring deviation from expected non-interaction effect. (1) Drug 1: CCC1(CC2CC(C3=C(CCN(C2)C1)C4=CC=CC=C4N3)(C5=C(C=C6C(=C5)C78CCN9C7C(C=CC9)(C(C(C8N6C)(C(=O)OC)O)OC(=O)C)CC)OC)C(=O)OC)O.OS(=O)(=O)O. Drug 2: C(CC(=O)O)C(=O)CN.Cl. Cell line: CAKI-1. Synergy scores: CSS=7.75, Synergy_ZIP=-2.56, Synergy_Bliss=2.25, Synergy_Loewe=-2.96, Synergy_HSA=-2.96. (2) Drug 1: CS(=O)(=O)C1=CC(=C(C=C1)C(=O)NC2=CC(=C(C=C2)Cl)C3=CC=CC=N3)Cl. Drug 2: CC(C)(C#N)C1=CC(=CC(=C1)CN2C=NC=N2)C(C)(C)C#N. Cell line: PC-3. Synergy scores: CSS=-1.03, Synergy_ZIP=-0.121, Synergy_Bliss=-1.41, Synergy_Loewe=-2.07, Synergy_HSA=-2.41.